Task: Predict the reaction yield, written as a fraction of the theoretical maximum amount of product (1.0 means a 100% yield; for example, 0.34 means a 34% yield).. Dataset: Reaction yield outcomes from USPTO patents with 853,638 reactions (1) The reactants are [H-].[Na+].[CH2:3]([OH:10])[C:4]1[CH:9]=[CH:8][CH:7]=[CH:6][CH:5]=1.Cl[C:12]1[N:17]=[C:16](Cl)[C:15]([CH:19]([CH3:21])[CH3:20])=[C:14]([O:22][C:23]2[CH:28]=[C:27]([CH3:29])[CH:26]=[C:25]([CH3:30])[C:24]=2[CH3:31])[N:13]=1.C([O:35][CH2:36][CH3:37])(=O)C. The catalyst is CN(C=O)C. The product is [CH2:3]([O:10][C:12]1[N:17]=[C:16]([O:35][CH2:36][C:37]2[CH:8]=[CH:9][CH:4]=[CH:5][CH:6]=2)[C:15]([CH:19]([CH3:21])[CH3:20])=[C:14]([O:22][C:23]2[CH:28]=[C:27]([CH3:29])[CH:26]=[C:25]([CH3:30])[C:24]=2[CH3:31])[N:13]=1)[C:4]1[CH:9]=[CH:8][CH:7]=[CH:6][CH:5]=1. The yield is 0.840. (2) The reactants are CC1N=C(N2C(=O)N(CC3C=CC(C(F)(F)F)=CC=3)N=C2)SC=1C(OCC)=O.[F:29][C:30]1[CH:55]=[CH:54][C:33]([O:34][CH2:35][CH2:36][N:37]2[C:41](=[O:42])[N:40]([C:43]3[S:44][C:45]([C:49]([O:51]CC)=[O:50])=[C:46]([CH3:48])[N:47]=3)[CH:39]=[N:38]2)=[CH:32][CH:31]=1. No catalyst specified. The product is [F:29][C:30]1[CH:55]=[CH:54][C:33]([O:34][CH2:35][CH2:36][N:37]2[C:41](=[O:42])[N:40]([C:43]3[S:44][C:45]([C:49]([OH:51])=[O:50])=[C:46]([CH3:48])[N:47]=3)[CH:39]=[N:38]2)=[CH:32][CH:31]=1. The yield is 0.900. (3) The reactants are FC(F)(F)C(O)=O.[Cl:8][C:9]1[N:14]=[CH:13][C:12]([NH:15][C:16](=[O:38])[NH:17][C:18]2[CH:23]=[CH:22][C:21]([C@H:24]3[O:29][CH2:28][CH2:27][N:26](C(OC(C)(C)C)=O)[CH2:25]3)=[CH:20][C:19]=2[CH3:37])=[CH:11][CH:10]=1.[OH-].[Na+]. The catalyst is O.C(#N)C. The product is [Cl:8][C:9]1[N:14]=[CH:13][C:12]([NH:15][C:16]([NH:17][C:18]2[CH:23]=[CH:22][C:21]([C@H:24]3[O:29][CH2:28][CH2:27][NH:26][CH2:25]3)=[CH:20][C:19]=2[CH3:37])=[O:38])=[CH:11][CH:10]=1. The yield is 0.510. (4) The reactants are Br[C:2]1[CH:3]=[C:4]2[CH:10]=[CH:9][NH:8][C:5]2=[N:6][CH:7]=1.[C:11]1(B(O)O)[CH:16]=[CH:15][CH:14]=[CH:13][CH:12]=1.C(=O)([O-])[O-].[K+].[K+].Cl. The catalyst is C1C=CC(P(C2C=CC=CC=2)[C-]2C=CC=C2)=CC=1.C1C=CC(P(C2C=CC=CC=2)[C-]2C=CC=C2)=CC=1.Cl[Pd]Cl.[Fe+2].O1CCOCC1.O. The product is [C:11]1([C:2]2[CH:3]=[C:4]3[CH:10]=[CH:9][NH:8][C:5]3=[N:6][CH:7]=2)[CH:16]=[CH:15][CH:14]=[CH:13][CH:12]=1. The yield is 0.990. (5) The catalyst is ClCCl. The yield is 0.500. The product is [O:1]1[C:5]2[CH:6]=[CH:7][C:8]([C:10]3([C:13]([NH:15][C:16]4[CH:17]=[C:18]5[C:22](=[CH:23][C:24]=4[F:25])[N:21]([CH2:36][CH:32]4[CH2:33][CH2:34][CH2:35][O:30][CH2:31]4)[CH:20]([C:26]([CH3:29])([CH3:28])[CH3:27])[CH2:19]5)=[O:14])[CH2:12][CH2:11]3)=[CH:9][C:4]=2[O:3][CH2:2]1. The reactants are [O:1]1[C:5]2[CH:6]=[CH:7][C:8]([C:10]3([C:13]([NH:15][C:16]4[CH:17]=[C:18]5[C:22](=[CH:23][C:24]=4[F:25])[NH:21][CH:20]([C:26]([CH3:29])([CH3:28])[CH3:27])[CH2:19]5)=[O:14])[CH2:12][CH2:11]3)=[CH:9][C:4]=2[O:3][CH2:2]1.[O:30]1[CH2:35][CH2:34][CH2:33][CH:32]([CH:36]=O)[CH2:31]1.[BH-](OC(C)=O)(OC(C)=O)OC(C)=O.[Na+].